This data is from HIV replication inhibition screening data with 41,000+ compounds from the AIDS Antiviral Screen. The task is: Binary Classification. Given a drug SMILES string, predict its activity (active/inactive) in a high-throughput screening assay against a specified biological target. (1) The drug is COc1ccc(C(N)=O)cc1N=NN(C)C. The result is 0 (inactive). (2) The molecule is N#Cc1c(NC(=O)CN2CCOCC2)c(C(=O)Nc2ccccc2)n2c1CCCC2. The result is 0 (inactive). (3) The result is 0 (inactive). The molecule is O=[N+]([O-])c1cc(C=NNS(=O)(=O)c2ccc(F)cc2)c(O)c([N+](=O)[O-])c1. (4) The compound is CCOC(=O)C(F)=Cc1cccc(C)c1. The result is 0 (inactive).